Predict the product of the given reaction. From a dataset of Forward reaction prediction with 1.9M reactions from USPTO patents (1976-2016). (1) The product is: [Cl:19][C:20]1[CH:25]=[C:24]([Cl:26])[CH:23]=[CH:22][C:21]=1[NH:27][C:28]([O:1][CH2:2][C:3]1[CH:4]=[C:5]([CH:16]=[CH:17][CH:18]=1)[CH2:6][CH:7]([C:8]([O:10][CH3:11])=[O:9])[C:12]([O:14][CH3:15])=[O:13])=[O:29]. Given the reactants [OH:1][CH2:2][C:3]1[CH:4]=[C:5]([CH:16]=[CH:17][CH:18]=1)[CH2:6][CH:7]([C:12]([O:14][CH3:15])=[O:13])[C:8]([O:10][CH3:11])=[O:9].[Cl:19][C:20]1[CH:25]=[C:24]([Cl:26])[CH:23]=[CH:22][C:21]=1[N:27]=[C:28]=[O:29], predict the reaction product. (2) Given the reactants [CH2:1]([O:3][C:4](=[O:10])[C:5]([C:8]#[N:9])([CH3:7])[CH3:6])C.[H][H], predict the reaction product. The product is: [CH3:1][O:3][C:4](=[O:10])[C:5]([CH3:7])([CH3:6])[CH2:8][NH2:9].